From a dataset of Full USPTO retrosynthesis dataset with 1.9M reactions from patents (1976-2016). Predict the reactants needed to synthesize the given product. (1) Given the product [OH:1][C@@:2]1([C:9]#[C:10][C:11]2[CH:12]=[C:13]([N:17]3[C:25]4[CH2:24][CH2:23][CH2:22][NH:21][C:20]=4[C:19]([C:26]([NH2:30])=[O:28])=[N:18]3)[CH:14]=[CH:15][CH:16]=2)[CH2:6][CH2:5][N:4]([CH3:7])[C:3]1=[O:8], predict the reactants needed to synthesize it. The reactants are: [OH:1][C@@:2]1([C:9]#[C:10][C:11]2[CH:12]=[C:13]([N:17]3[C:25]4[CH2:24][CH2:23][CH2:22][NH:21][C:20]=4[C:19]([C:26]([O:28]C)=O)=[N:18]3)[CH:14]=[CH:15][CH:16]=2)[CH2:6][CH2:5][N:4]([CH3:7])[C:3]1=[O:8].[NH3:30]. (2) Given the product [CH3:15][C:11]1[N:12]=[CH:13][O:14][C:10]=1[C:7]1[CH:8]=[CH:9][C:4]([C:3]([OH:16])=[O:2])=[CH:5][N:6]=1, predict the reactants needed to synthesize it. The reactants are: C[O:2][C:3](=[O:16])[C:4]1[CH:9]=[CH:8][C:7]([C:10]2[O:14][CH:13]=[N:12][C:11]=2[CH3:15])=[N:6][CH:5]=1.[OH-].[Na+]. (3) Given the product [OH:31][C:30]1[CH:6]=[CH:5][C:4]([NH:1][C:23](=[O:25])[CH3:24])=[C:9]([O:10][CH2:11][C@@:12]2([CH3:19])[CH2:16][O:15][C:14]([CH3:17])([CH3:18])[O:13]2)[CH:8]=1, predict the reactants needed to synthesize it. The reactants are: [N+:1]([C:4]1[C:9]([O:10][CH2:11][C@@:12]2([CH3:19])[CH2:16][O:15][C:14]([CH3:18])([CH3:17])[O:13]2)=[CH:8]C=[CH:6][C:5]=1O)([O-])=O.[H][H].[C:23](OC(=O)C)(=[O:25])[CH3:24].[CH3:30][OH:31]. (4) Given the product [N+:25]([C:22]1[CH:23]=[CH:24][C:19]([C:5]2[S:1][C:2]([C:14]3([OH:17])[CH2:15][CH2:16][O:11][CH2:12][CH2:13]3)=[N:3][CH:4]=2)=[N:20][CH:21]=1)([O-:27])=[O:26], predict the reactants needed to synthesize it. The reactants are: [S:1]1[CH:5]=[CH:4][N:3]=[CH:2]1.C([Li])CCC.[O:11]1[CH2:16][CH2:15][C:14](=[O:17])[CH2:13][CH2:12]1.Br[C:19]1[CH:24]=[CH:23][C:22]([N+:25]([O-:27])=[O:26])=[CH:21][N:20]=1. (5) Given the product [CH3:30][O:31][C:32]1[CH:37]=[CH:36][C:35]([O:1][C:2]2[CH:3]=[CH:4][C:5]([CH2:8][CH2:9][CH:10]([CH2:15][CH2:16][CH2:17][C:18]3[CH:19]=[CH:20][CH:21]=[CH:22][CH:23]=3)[C:11]([O:13][CH3:14])=[O:12])=[CH:6][CH:7]=2)=[CH:34][CH:33]=1, predict the reactants needed to synthesize it. The reactants are: [OH:1][C:2]1[CH:7]=[CH:6][C:5]([CH2:8][CH2:9][CH:10]([CH2:15][CH2:16][CH2:17][C:18]2[CH:23]=[CH:22][CH:21]=[CH:20][CH:19]=2)[C:11]([O:13][CH3:14])=[O:12])=[CH:4][CH:3]=1.N1C=CC=CC=1.[CH3:30][O:31][C:32]1[CH:37]=[CH:36][C:35](B(O)O)=[CH:34][CH:33]=1.O. (6) The reactants are: [F:1][C:2]1([F:34])[O:6][C:5]2[CH:7]=[CH:8][C:9]([C:11]3([C:14]([NH:16][CH:17]4[C:26]5[C:21](=[CH:22][C:23]([O:27][CH3:28])=[CH:24][CH:25]=5)[O:20][CH:19]([C:29]([O:31]CC)=[O:30])[CH2:18]4)=[O:15])[CH2:13][CH2:12]3)=[CH:10][C:4]=2[O:3]1.[OH-].[Na+].Cl. Given the product [F:34][C:2]1([F:1])[O:6][C:5]2[CH:7]=[CH:8][C:9]([C:11]3([C:14]([NH:16][CH:17]4[C:26]5[C:21](=[CH:22][C:23]([O:27][CH3:28])=[CH:24][CH:25]=5)[O:20][CH:19]([C:29]([OH:31])=[O:30])[CH2:18]4)=[O:15])[CH2:13][CH2:12]3)=[CH:10][C:4]=2[O:3]1, predict the reactants needed to synthesize it. (7) The reactants are: O=[C:2]([C:30]1[CH:35]=[CH:34][CH:33]=[CH:32][CH:31]=1)[CH2:3][NH:4][C:5]([C:7]1[CH:29]=[CH:28][C:10]2[S:11][CH2:12][CH2:13][N:14]([S:15]([C:18]3[CH:23]=[CH:22][C:21]([C:24]([F:27])([F:26])[F:25])=[CH:20][CH:19]=3)(=[O:17])=[O:16])[C:9]=2[CH:8]=1)=O.C([O-])(=O)C.[NH4+:40]. Given the product [C:30]1([C:2]2[NH:40][C:5]([C:7]3[CH:29]=[CH:28][C:10]4[S:11][CH2:12][CH2:13][N:14]([S:15]([C:18]5[CH:23]=[CH:22][C:21]([C:24]([F:25])([F:26])[F:27])=[CH:20][CH:19]=5)(=[O:17])=[O:16])[C:9]=4[CH:8]=3)=[N:4][CH:3]=2)[CH:31]=[CH:32][CH:33]=[CH:34][CH:35]=1, predict the reactants needed to synthesize it. (8) Given the product [F:1][C:2]1[CH:7]=[CH:6][C:5]([C:8]2[N:13]3[N:14]=[C:15]([NH:17][C:19]4[CH:24]=[CH:23][C:22]([N:25]5[CH:29]=[C:28]([CH3:30])[N:27]=[CH:26]5)=[C:21]([O:31][CH3:32])[CH:20]=4)[N:16]=[C:12]3[CH:11]=[N:10][CH:9]=2)=[CH:4][CH:3]=1, predict the reactants needed to synthesize it. The reactants are: [F:1][C:2]1[CH:7]=[CH:6][C:5]([C:8]2[N:13]3[N:14]=[C:15]([NH2:17])[N:16]=[C:12]3[CH:11]=[N:10][CH:9]=2)=[CH:4][CH:3]=1.Br[C:19]1[CH:24]=[CH:23][C:22]([N:25]2[CH:29]=[C:28]([CH3:30])[N:27]=[CH:26]2)=[C:21]([O:31][CH3:32])[CH:20]=1. (9) Given the product [C:52]([C@H:49]1[CH2:50][CH2:51][C@H:46]([N:3]([CH2:1][CH3:2])[S:4]([C:7]2[CH:8]=[C:9]([CH:43]=[CH:44][CH:45]=2)[C:10]([NH:12][C:13]2[S:14][C:15]3[CH2:42][CH2:41][CH2:40][CH2:39][C:16]=3[C:17]=2[C:18]([NH:20][C:21]2[CH:26]=[CH:25][C:24]([CH2:27][CH2:28][C:29]3[CH:30]=[CH:31][C:32]([C:33]([OH:35])=[O:34])=[CH:37][CH:38]=3)=[CH:23][CH:22]=2)=[O:19])=[O:11])(=[O:6])=[O:5])[CH2:47][CH2:48]1)([OH:54])=[O:53], predict the reactants needed to synthesize it. The reactants are: [CH2:1]([N:3]([C@H:46]1[CH2:51][CH2:50][C@H:49]([C:52]([O:54]C)=[O:53])[CH2:48][CH2:47]1)[S:4]([C:7]1[CH:8]=[C:9]([CH:43]=[CH:44][CH:45]=1)[C:10]([NH:12][C:13]1[S:14][C:15]2[CH2:42][CH2:41][CH2:40][CH2:39][C:16]=2[C:17]=1[C:18]([NH:20][C:21]1[CH:26]=[CH:25][C:24]([CH2:27][CH2:28][C:29]2[CH:38]=[CH:37][C:32]([C:33]([O:35]C)=[O:34])=[CH:31][CH:30]=2)=[CH:23][CH:22]=1)=[O:19])=[O:11])(=[O:6])=[O:5])[CH3:2].[OH-].[Na+].